Task: Predict the product of the given reaction.. Dataset: Forward reaction prediction with 1.9M reactions from USPTO patents (1976-2016) (1) Given the reactants Cl.[CH2:2]([O:9][C:10]([NH:12][CH2:13][CH2:14][CH2:15][C@@H:16]([C:18]([NH:20][C@H:21]1[CH2:25][CH2:24][CH2:23][C@H:22]1[C:26]([O:28][CH2:29][C:30](=[O:37])[C:31]1[CH:36]=[CH:35][CH:34]=[CH:33][CH:32]=1)=[O:27])=[O:19])[NH2:17])=[O:11])[C:3]1[CH:8]=[CH:7][CH:6]=[CH:5][CH:4]=1.[Cl:38][C:39]1[CH:46]=[CH:45][C:42]([CH:43]=O)=[CH:41][CH:40]=1.C([O-])(=O)C.[Na+].[BH4-].[Na+].C(=O)(O)[O-].[Na+], predict the reaction product. The product is: [CH2:2]([O:9][C:10]([NH:12][CH2:13][CH2:14][CH2:15][C@@H:16]([C:18]([NH:20][C@H:21]1[CH2:25][CH2:24][CH2:23][C@H:22]1[C:26]([O:28][CH2:29][C:30](=[O:37])[C:31]1[CH:32]=[CH:33][CH:34]=[CH:35][CH:36]=1)=[O:27])=[O:19])[NH:17][CH2:43][C:42]1[CH:45]=[CH:46][C:39]([Cl:38])=[CH:40][CH:41]=1)=[O:11])[C:3]1[CH:4]=[CH:5][CH:6]=[CH:7][CH:8]=1. (2) Given the reactants Cl[C:2]1[C:3]2[CH2:17][CH2:16][CH2:15][C:4]=2[N:5]=[C:6]([C:8]2[CH:13]=[CH:12][CH:11]=[C:10]([Cl:14])[CH:9]=2)[N:7]=1.[NH2:18][C:19]1[CH:24]=[CH:23][C:22]([CH2:25][C:26](=[O:28])[CH3:27])=[CH:21][CH:20]=1, predict the reaction product. The product is: [Cl:14][C:10]1[CH:9]=[C:8]([C:6]2[N:7]=[C:2]([NH:18][C:19]3[CH:20]=[CH:21][C:22]([CH2:25][C:26](=[O:28])[CH3:27])=[CH:23][CH:24]=3)[C:3]3[CH2:17][CH2:16][CH2:15][C:4]=3[N:5]=2)[CH:13]=[CH:12][CH:11]=1.